This data is from CYP3A4 substrate classification data from Carbon-Mangels et al.. The task is: Regression/Classification. Given a drug SMILES string, predict its absorption, distribution, metabolism, or excretion properties. Task type varies by dataset: regression for continuous measurements (e.g., permeability, clearance, half-life) or binary classification for categorical outcomes (e.g., BBB penetration, CYP inhibition). Dataset: cyp3a4_substrate_carbonmangels. (1) The drug is COCCc1ccc(OC[C@@H](O)CNC(C)C)cc1. The result is 0 (non-substrate). (2) The compound is CC(=O)S[C@@H]1CC2=CC(=O)CC[C@]2(C)[C@H]2CC[C@@]3(C)[C@@H](CC[C@@]34CCC(=O)O4)[C@@H]21. The result is 0 (non-substrate). (3) The result is 1 (substrate). The drug is CCCNC[C@H](O)COc1ccccc1C(=O)CCc1ccccc1. (4) The molecule is CN(C)CCOC(c1ccccc1)c1ccccc1. The result is 0 (non-substrate). (5) The drug is CC#C[C@]1(O)CC[C@H]2[C@@H]3CCC4=CC(=O)CCC4=C3[C@@H](c3ccc(N(C)C)cc3)C[C@@]21C. The result is 1 (substrate). (6) The drug is C[C@]12CC[C@@H]3c4ccc(O)cc4CC[C@H]3[C@@H]1CCC2=O. The result is 1 (substrate). (7) The molecule is CN(C(=O)c1c(O)n(C)c2ccccc2c1=O)c1ccccc1. The result is 1 (substrate). (8) The compound is CN(C)Cc1nnc2n1-c1ccc(Cl)cc1C(c1ccccc1)=NC2. The result is 1 (substrate).